Dataset: Full USPTO retrosynthesis dataset with 1.9M reactions from patents (1976-2016). Task: Predict the reactants needed to synthesize the given product. (1) Given the product [Cl:20][C:21]1[CH:22]=[C:23]2[C:27](=[CH:28][CH:29]=1)[NH:26][CH:25]=[C:24]2[CH2:30][CH2:31][NH:32][C:10]([C:7]1[N:6]=[C:5]([CH2:4][C:3]2[CH:15]=[CH:16][CH:17]=[CH:18][C:2]=2[F:1])[O:9][N:8]=1)=[O:12], predict the reactants needed to synthesize it. The reactants are: [F:1][C:2]1[CH:18]=[CH:17][CH:16]=[CH:15][C:3]=1[CH2:4][C:5]1[O:9][N:8]=[C:7]([C:10]([O:12]CC)=O)[N:6]=1.Cl.[Cl:20][C:21]1[CH:22]=[C:23]2[C:27](=[CH:28][CH:29]=1)[NH:26][CH:25]=[C:24]2[CH2:30][CH2:31][NH2:32].CN(C(ON1N=NC2C=CC=NC1=2)=[N+](C)C)C.F[P-](F)(F)(F)(F)F.C(N(CC)C(C)C)(C)C. (2) Given the product [CH2:39]([C:38]1[N:37]([C:41]2[CH:42]=[CH:43][CH:44]=[CH:45][CH:46]=2)[N:36]=[CH:35][C:34]=1[C:32]1[N:31]=[CH:30][N:29]([C:24]2[CH:23]=[C:22]([CH:27]=[CH:26][C:25]=2[CH3:28])[C:21]([NH:1][C:2]2[CH:7]=[C:6]([C:8]([F:9])([F:11])[F:10])[CH:5]=[C:4]([NH:12][S:13]([CH3:16])(=[O:15])=[O:14])[C:3]=2[O:17][CH3:18])=[O:20])[CH:33]=1)[CH3:40], predict the reactants needed to synthesize it. The reactants are: [NH2:1][C:2]1[C:3]([O:17][CH3:18])=[C:4]([NH:12][S:13]([CH3:16])(=[O:15])=[O:14])[CH:5]=[C:6]([C:8]([F:11])([F:10])[F:9])[CH:7]=1.C[O:20][C:21](=O)[C:22]1[CH:27]=[CH:26][C:25]([CH3:28])=[C:24]([N:29]2[CH:33]=[C:32]([C:34]3[CH:35]=[N:36][N:37]([C:41]4[CH:46]=[CH:45][CH:44]=[CH:43][CH:42]=4)[C:38]=3[CH2:39][CH3:40])[N:31]=[CH:30]2)[CH:23]=1.